Dataset: TCR-epitope binding with 47,182 pairs between 192 epitopes and 23,139 TCRs. Task: Binary Classification. Given a T-cell receptor sequence (or CDR3 region) and an epitope sequence, predict whether binding occurs between them. (1) The epitope is FLRGRAYGL. The TCR CDR3 sequence is CASTDAHEDRRKLFF. Result: 0 (the TCR does not bind to the epitope). (2) The epitope is TLDSKTQSL. The TCR CDR3 sequence is CASSLGAYNEQFF. Result: 0 (the TCR does not bind to the epitope).